From a dataset of Full USPTO retrosynthesis dataset with 1.9M reactions from patents (1976-2016). Predict the reactants needed to synthesize the given product. (1) Given the product [CH2:3]([C:2]1[CH:13]([C:14]([O:16][CH2:17][CH3:18])=[O:15])[CH:1]=1)[CH2:4][CH2:5][CH2:6][CH2:7][CH2:8][CH2:9][CH3:10], predict the reactants needed to synthesize it. The reactants are: [CH:1]#[C:2][CH2:3][CH2:4][CH2:5][CH2:6][CH2:7][CH2:8][CH2:9][CH3:10].[N+](=[CH:13][C:14]([O:16][CH2:17][CH3:18])=[O:15])=[N-]. (2) The reactants are: [Cl:1][C:2]1[C:10]2[N:9]=[C:8]3[N:11]([C:15]4[CH:20]=[CH:19][C:18]([Cl:21])=[CH:17][C:16]=4[Cl:22])[CH2:12][CH2:13][CH2:14][N:7]3[C:6]=2[C:5]([CH:23]([OH:26])[CH2:24][CH3:25])=[CH:4][CH:3]=1.[C:27](O[C:27](=[O:31])[CH:28]([CH3:30])[CH3:29])(=[O:31])[CH:28]([CH3:30])[CH3:29].C(=O)(O)[O-].[Na+]. Given the product [CH3:29][CH:28]([CH3:30])[C:27]([O:26][CH:23]([C:5]1[C:6]2[N:7]3[CH2:14][CH2:13][CH2:12][N:11]([C:15]4[CH:20]=[CH:19][C:18]([Cl:21])=[CH:17][C:16]=4[Cl:22])[C:8]3=[N:9][C:10]=2[C:2]([Cl:1])=[CH:3][CH:4]=1)[CH2:24][CH3:25])=[O:31], predict the reactants needed to synthesize it.